This data is from Catalyst prediction with 721,799 reactions and 888 catalyst types from USPTO. The task is: Predict which catalyst facilitates the given reaction. Reactant: [F:1][C:2]1[CH:25]=[CH:24][CH:23]=[CH:22][C:3]=1[CH2:4][O:5][C:6]1[CH:7]=[C:8]([CH:13]=[C:14]([O:16][C@@H:17]([CH3:21])[CH2:18][O:19][CH3:20])[CH:15]=1)[C:9]([O:11]C)=[O:10].[OH-].[Na+].C1COCC1.Cl. Product: [F:1][C:2]1[CH:25]=[CH:24][CH:23]=[CH:22][C:3]=1[CH2:4][O:5][C:6]1[CH:7]=[C:8]([CH:13]=[C:14]([O:16][C@@H:17]([CH3:21])[CH2:18][O:19][CH3:20])[CH:15]=1)[C:9]([OH:11])=[O:10]. The catalyst class is: 5.